From a dataset of Catalyst prediction with 721,799 reactions and 888 catalyst types from USPTO. Predict which catalyst facilitates the given reaction. (1) Reactant: [OH2:1].[O-2:2].[O-2].[O-2].O=[Si]=O.O=[Si]=O.O=[Si]=O.O=[Si]=O.[Al+3].[Al+3].O.[NH:20]([C:27]1[N:28]([C:47]2[CH:52]=[CH:51][CH:50]=[CH:49][CH:48]=2)[C:29]2[C:34]([C:35](=[O:37])[CH:36]=1)=[C:33]([C:38]([F:41])([F:40])[F:39])[CH:32]=[C:31]([S:42][CH2:43][CH2:44][CH2:45][CH3:46])[N:30]=2)[C:21]1[CH:26]=[CH:25][CH:24]=[CH:23][CH:22]=1.OOS([O-])=O.[K+]. Product: [NH:20]([C:27]1[N:28]([C:47]2[CH:48]=[CH:49][CH:50]=[CH:51][CH:52]=2)[C:29]2[C:34]([C:35](=[O:37])[CH:36]=1)=[C:33]([C:38]([F:40])([F:41])[F:39])[CH:32]=[C:31]([S:42]([CH2:43][CH2:44][CH2:45][CH3:46])(=[O:2])=[O:1])[N:30]=2)[C:21]1[CH:22]=[CH:23][CH:24]=[CH:25][CH:26]=1. The catalyst class is: 22. (2) Reactant: [Cl:1][C:2]1[CH:7]=[C:6]([N+:8]([O-:10])=[O:9])[CH:5]=[C:4]([N+]([O-])=O)[CH:3]=1.[C:14]1([CH:21]=[CH:20][C:18]([OH:19])=[CH:17][CH:16]=1)[OH:15].C([O-])([O-])=O.[K+].[K+]. Product: [Cl:1][C:2]1[CH:3]=[C:4]([CH:5]=[C:6]([N+:8]([O-:10])=[O:9])[CH:7]=1)[O:15][C:14]1[CH:21]=[CH:20][C:18]([OH:19])=[CH:17][CH:16]=1. The catalyst class is: 18.